From a dataset of Forward reaction prediction with 1.9M reactions from USPTO patents (1976-2016). Predict the product of the given reaction. Given the reactants [CH3:1][O:2][C@H:3]([CH3:6])[CH2:4][OH:5].[F:7][C:8]([F:21])([F:20])[S:9](O[S:9]([C:8]([F:21])([F:20])[F:7])(=[O:11])=[O:10])(=[O:11])=[O:10].C(N(CC)CC)C, predict the reaction product. The product is: [F:7][C:8]([F:21])([F:20])[S:9]([O:5][CH2:4][C@H:3]([O:2][CH3:1])[CH3:6])(=[O:11])=[O:10].